Task: Predict the reaction yield, written as a fraction of the theoretical maximum amount of product (1.0 means a 100% yield; for example, 0.34 means a 34% yield).. Dataset: Reaction yield outcomes from USPTO patents with 853,638 reactions (1) The reactants are [C:1]([C:3]1[CH:8]=[CH:7][C:6]([CH2:9][CH2:10][CH2:11][CH2:12][CH2:13][CH2:14][CH2:15][CH3:16])=[CH:5][CH:4]=1)#[CH:2].C1CCCCC1.[CH3:23][C:24]1([CH3:31])[O:29][CH2:28][C:27](=[O:30])[CH2:26][O:25]1. The catalyst is C1COCC1.CCOCC. The product is [CH3:23][C:24]1([CH3:31])[O:29][CH2:28][C:27]([C:2]#[C:1][C:3]2[CH:8]=[CH:7][C:6]([CH2:9][CH2:10][CH2:11][CH2:12][CH2:13][CH2:14][CH2:15][CH3:16])=[CH:5][CH:4]=2)([OH:30])[CH2:26][O:25]1. The yield is 0.630. (2) The reactants are [Cl:1][C:2]1[CH:7]=[CH:6][CH:5]=[C:4]([Cl:8])[C:3]=1[C:9]1[N:27]([CH2:28][C@@H:29]2[CH2:34][CH2:33][CH2:32][N:31](C(OC(C)(C)C)=O)[CH2:30]2)[C:12]2[N:13]=[C:14]([NH:17][CH2:18][C:19]3[CH:24]=[CH:23][C:22]([F:25])=[C:21]([F:26])[CH:20]=3)[N:15]=[CH:16][C:11]=2[C:10]=1[F:42].C(O)(C(F)(F)F)=O. The catalyst is C(Cl)Cl. The product is [Cl:8][C:4]1[CH:5]=[CH:6][CH:7]=[C:2]([Cl:1])[C:3]=1[C:9]1[N:27]([CH2:28][C@@H:29]2[CH2:34][CH2:33][CH2:32][NH:31][CH2:30]2)[C:12]2[N:13]=[C:14]([NH:17][CH2:18][C:19]3[CH:24]=[CH:23][C:22]([F:25])=[C:21]([F:26])[CH:20]=3)[N:15]=[CH:16][C:11]=2[C:10]=1[F:42]. The yield is 0.710. (3) The reactants are [F:1][C:2]1[CH:3]=[C:4]2[C:8](=[CH:9][CH:10]=1)[N:7]([CH2:11][C:12]1[O:13][C:14]([C:17]([F:20])([F:19])[F:18])=[CH:15][CH:16]=1)[C:6](=[O:21])[CH:5]2[C:22]1[C:27]([OH:28])=[CH:26][CH:25]=[C:24]([O:29][CH3:30])[N:23]=1.[CH2:31]=[O:32].O.[OH-].[Li+]. The catalyst is O1CCCC1.O. The product is [F:1][C:2]1[CH:3]=[C:4]2[C:8](=[CH:9][CH:10]=1)[N:7]([CH2:11][C:12]1[O:13][C:14]([C:17]([F:20])([F:18])[F:19])=[CH:15][CH:16]=1)[C:6](=[O:21])[C:5]2([C:22]1[C:27]([OH:28])=[CH:26][CH:25]=[C:24]([O:29][CH3:30])[N:23]=1)[CH2:31][OH:32]. The yield is 1.00. (4) The reactants are Br[C:2]1[CH:14]=[CH:13][C:12]2[C:11]3[C:6](=[CH:7][CH:8]=[CH:9][CH:10]=3)[N:5]([CH:15]3[CH2:20][CH2:19][CH2:18][CH2:17][O:16]3)[C:4]=2[CH:3]=1.[NH:21]1[CH:25]=[CH:24][CH:23]=[N:22]1.C(=O)([O-])[O-].[K+].[K+].N1CCC[C@H]1C(O)=O. The catalyst is [Cu]I. The product is [N:21]1([C:2]2[CH:14]=[CH:13][C:12]3[C:11]4[C:6](=[CH:7][CH:8]=[CH:9][CH:10]=4)[N:5]([CH:15]4[CH2:20][CH2:19][CH2:18][CH2:17][O:16]4)[C:4]=3[CH:3]=2)[CH:25]=[CH:24][CH:23]=[N:22]1. The yield is 0.400. (5) The reactants are [Cl:1][C:2]1[CH:3]=[C:4]([CH2:9][CH2:10][CH2:11][C:12]2[CH:18]=[CH:17][C:15]([NH2:16])=[CH:14][CH:13]=2)[CH:5]=[CH:6][C:7]=1[Cl:8].F[C:20]1[CH:28]=[CH:27][CH:26]=[CH:25][C:21]=1[C:22]([OH:24])=[O:23].[NH2-].[Li+]. The catalyst is C1COCC1. The product is [Cl:1][C:2]1[CH:3]=[C:4]([CH2:9][CH2:10][CH2:11][C:12]2[CH:13]=[CH:14][C:15]([NH:16][C:20]3[CH:28]=[CH:27][CH:26]=[CH:25][C:21]=3[C:22]([OH:24])=[O:23])=[CH:17][CH:18]=2)[CH:5]=[CH:6][C:7]=1[Cl:8]. The yield is 0.700.